From a dataset of Peptide-MHC class II binding affinity with 134,281 pairs from IEDB. Regression. Given a peptide amino acid sequence and an MHC pseudo amino acid sequence, predict their binding affinity value. This is MHC class II binding data. (1) The peptide sequence is RSEILRTLGFQQQGT. The MHC is DRB1_0101 with pseudo-sequence DRB1_0101. The binding affinity (normalized) is 0.566. (2) The MHC is DRB4_0101 with pseudo-sequence DRB4_0103. The binding affinity (normalized) is 0.228. The peptide sequence is LVLDFCDDALIEGIT. (3) The peptide sequence is DCIMTSYQYLIIQNT. The MHC is H-2-IAb with pseudo-sequence H-2-IAb. The binding affinity (normalized) is 0.306. (4) The peptide sequence is YMPDVLEKLELLQRR. The MHC is HLA-DQA10303-DQB10402 with pseudo-sequence HLA-DQA10303-DQB10402. The binding affinity (normalized) is 0. (5) The peptide sequence is HDIYIVMPVFIIKR. The MHC is DRB1_1501 with pseudo-sequence DRB1_1501. The binding affinity (normalized) is 0.585. (6) The peptide sequence is DGTYDITKLGAKPDG. The MHC is HLA-DQA10401-DQB10402 with pseudo-sequence HLA-DQA10401-DQB10402. The binding affinity (normalized) is 0.0479. (7) The binding affinity (normalized) is 0.461. The MHC is HLA-DQA10301-DQB10302 with pseudo-sequence HLA-DQA10301-DQB10302. The peptide sequence is LDYLRRMTVFLQGLM. (8) The peptide sequence is RQHGSEEWEPLTKKG. The MHC is HLA-DQA10102-DQB10602 with pseudo-sequence HLA-DQA10102-DQB10602. The binding affinity (normalized) is 0.275. (9) The peptide sequence is PADKYKTLEAAFTVS. The MHC is DRB1_1501 with pseudo-sequence DRB1_1501. The binding affinity (normalized) is 0.272.